From a dataset of Human liver microsome stability data. Regression/Classification. Given a drug SMILES string, predict its absorption, distribution, metabolism, or excretion properties. Task type varies by dataset: regression for continuous measurements (e.g., permeability, clearance, half-life) or binary classification for categorical outcomes (e.g., BBB penetration, CYP inhibition). Dataset: hlm. (1) The molecule is COc1cnc(-c2ccoc2)c2[nH]cc(C(=O)C(=O)N3CCN(C(=O)c4ccccc4)CC3)c12. The result is 1 (stable in human liver microsomes). (2) The molecule is COc1cccc(-c2ccc(COC3(c4ccccc4)CN(C#N)C3)cc2)c1. The result is 1 (stable in human liver microsomes). (3) The drug is CN(C)CCOc1cc(-c2cn[nH]c2)ccc1NC(=O)C1COc2ccccc2C1. The result is 0 (unstable in human liver microsomes). (4) The drug is C=C(C)[C@@H]1CC[C@]2(NCCN3CCC(S(C)(=O)=O)CC3)CC[C@]3(C)[C@H](CC[C@@H]4[C@@]5(C)CC=C(c6ccc(C(=O)O)cc6)C(C)(C)[C@@H]5CC[C@]43C)[C@@H]12. The result is 0 (unstable in human liver microsomes). (5) The molecule is CC(C)[C@H]1C(O)=C(C2=NS(=O)(=O)c3c(O)cccc32)C(=O)N1Cc1ccccc1. The result is 0 (unstable in human liver microsomes).